Dataset: Reaction yield outcomes from USPTO patents with 853,638 reactions. Task: Predict the reaction yield, written as a fraction of the theoretical maximum amount of product (1.0 means a 100% yield; for example, 0.34 means a 34% yield). (1) The reactants are [F:1][C:2]1[CH:7]=[CH:6][C:5]([N:8]([C:18]2[CH:23]=[CH:22][CH:21]=[CH:20][C:19]=2O)[C:9](=O)[C:10]2[CH:15]=[CH:14][C:13]([OH:16])=[CH:12][CH:11]=2)=[CH:4][CH:3]=1.C1C[O:28]CC1. No catalyst specified. The product is [F:1][C:2]1[CH:7]=[CH:6][C:5]([N:8]([CH2:9][C:10]2[CH:15]=[CH:14][C:13]([OH:16])=[CH:12][CH:11]=2)[C:18]2[CH:23]=[CH:22][C:21]([OH:28])=[CH:20][CH:19]=2)=[CH:4][CH:3]=1. The yield is 0.920. (2) The reactants are [F:1][CH:2]([F:32])[C:3]1[N:7]([C:8]2[N:13]=[C:12]([N:14]3[CH2:19][CH2:18][O:17][CH2:16][CH2:15]3)[CH:11]=[C:10]([N:20]3[CH2:25][CH2:24][NH:23][CH2:22][CH2:21]3)[N:9]=2)[C:6]2[CH:26]=[CH:27][CH:28]=[C:29]([O:30][CH3:31])[C:5]=2[N:4]=1.CCN(CC)CC.[Cl:40][CH2:41][S:42](Cl)(=[O:44])=[O:43].O. The catalyst is C(Cl)Cl. The product is [Cl:40][CH2:41][S:42]([N:23]1[CH2:24][CH2:25][N:20]([C:10]2[CH:11]=[C:12]([N:14]3[CH2:15][CH2:16][O:17][CH2:18][CH2:19]3)[N:13]=[C:8]([N:7]3[C:6]4[CH:26]=[CH:27][CH:28]=[C:29]([O:30][CH3:31])[C:5]=4[N:4]=[C:3]3[CH:2]([F:1])[F:32])[N:9]=2)[CH2:21][CH2:22]1)(=[O:44])=[O:43]. The yield is 0.710. (3) The reactants are [Br:1][C:2]1[CH:3]=[C:4]2[C:8](=[CH:9][CH:10]=1)[NH:7][C:6](=[O:11])[CH2:5]2.[CH3:12][N:13]([CH3:28])[CH2:14][CH2:15][NH:16][C:17]([C:19]1[C:23]([CH3:24])=[C:22]([CH:25]=O)[NH:21][C:20]=1[CH3:27])=[O:18]. No catalyst specified. The product is [CH3:12][N:13]([CH3:28])[CH2:14][CH2:15][NH:16][C:17]([C:19]1[C:23]([CH3:24])=[C:22]([CH:25]=[C:5]2[C:4]3[C:8](=[CH:9][CH:10]=[C:2]([Br:1])[CH:3]=3)[NH:7][C:6]2=[O:11])[NH:21][C:20]=1[CH3:27])=[O:18]. The yield is 0.830. (4) The reactants are [CH3:1][O:2][C:3](=[O:14])[C:4]1[CH:9]=[C:8]([NH2:10])[C:7]([NH2:11])=[C:6]([Cl:12])[C:5]=1[NH2:13].C(N(CC)C(C)C)(C)C.[S:24](Cl)(Cl)=O. The catalyst is C(#N)C. The product is [CH3:1][O:2][C:3]([C:4]1[C:5]([NH2:13])=[C:6]([Cl:12])[C:7]2[C:8]([CH:9]=1)=[N:10][S:24][N:11]=2)=[O:14]. The yield is 0.800.